From a dataset of NCI-60 drug combinations with 297,098 pairs across 59 cell lines. Regression. Given two drug SMILES strings and cell line genomic features, predict the synergy score measuring deviation from expected non-interaction effect. Drug 1: CC1=C(C(CCC1)(C)C)C=CC(=CC=CC(=CC(=O)O)C)C. Drug 2: CC12CCC3C(C1CCC2O)C(CC4=C3C=CC(=C4)O)CCCCCCCCCS(=O)CCCC(C(F)(F)F)(F)F. Cell line: U251. Synergy scores: CSS=3.27, Synergy_ZIP=3.33, Synergy_Bliss=5.87, Synergy_Loewe=-0.340, Synergy_HSA=1.00.